From a dataset of Full USPTO retrosynthesis dataset with 1.9M reactions from patents (1976-2016). Predict the reactants needed to synthesize the given product. (1) Given the product [Cl:21][C:13]1[CH:12]=[C:11](/[C:4](=[N:5]\[O:6][CH2:7][CH:8]([CH3:10])[CH3:9])/[C:3]([OH:22])=[O:2])[CH:16]=[CH:15][C:14]=1[S:17]([CH3:20])(=[O:19])=[O:18], predict the reactants needed to synthesize it. The reactants are: C[O:2][C:3](=[O:22])/[C:4](/[C:11]1[CH:16]=[CH:15][C:14]([S:17]([CH3:20])(=[O:19])=[O:18])=[C:13]([Cl:21])[CH:12]=1)=[N:5]/[O:6][CH2:7][CH:8]([CH3:10])[CH3:9].[OH-].[Li+]. (2) Given the product [CH2:14]([NH:1][CH2:2][CH:3]([OH:6])[CH2:4][NH:5][CH2:14][C:15]1[CH:20]=[CH:19][CH:18]=[CH:17][CH:16]=1)[C:15]1[CH:20]=[CH:19][CH:18]=[CH:17][CH:16]=1, predict the reactants needed to synthesize it. The reactants are: [NH2:1][CH2:2][CH:3]([OH:6])[CH2:4][NH2:5].[O-]S([O-])(=O)=O.[Na+].[Na+].[CH:14](=O)[C:15]1[CH:20]=[CH:19][CH:18]=[CH:17][CH:16]=1.[BH4-].[Na+].